Dataset: Full USPTO retrosynthesis dataset with 1.9M reactions from patents (1976-2016). Task: Predict the reactants needed to synthesize the given product. (1) Given the product [CH2:16]([O:15][C:9](=[O:14])[CH2:10][C:11]([NH:6][C:5]1[CH:7]=[CH:8][C:2]([Cl:1])=[CH:3][CH:4]=1)=[O:12])[CH3:17], predict the reactants needed to synthesize it. The reactants are: [Cl:1][C:2]1[CH:8]=[CH:7][C:5]([NH2:6])=[CH:4][CH:3]=1.[C:9]([O:15][CH2:16][CH3:17])(=[O:14])[CH2:10][C:11]([O-])=[O:12].[K+].ON1C2C=CC=CC=2N=N1.Cl.CN(C)CCCN=C=NCC. (2) Given the product [ClH:29].[ClH:29].[N+:26]([C:3]1[CH:4]=[C:5]([C:8]2[CH:9]=[CH:10][C:11]3[O:17][CH2:16][CH2:15][NH:14][CH2:13][C:12]=3[CH:25]=2)[CH:6]=[CH:7][C:2]=1[NH2:1])([O-:28])=[O:27], predict the reactants needed to synthesize it. The reactants are: [NH2:1][C:2]1[CH:7]=[CH:6][C:5]([C:8]2[CH:9]=[CH:10][C:11]3[O:17][CH2:16][CH2:15][N:14](C(OC(C)(C)C)=O)[CH2:13][C:12]=3[CH:25]=2)=[CH:4][C:3]=1[N+:26]([O-:28])=[O:27].[ClH:29]. (3) Given the product [CH:16]([S:17]([O:1][N:2]1[C:11](=[O:12])[CH:10]2[CH:5]([CH:6]3[CH2:13][CH:9]2[CH:8]=[CH:7]3)[C:3]1=[O:4])(=[O:19])=[O:18])=[CH2:15], predict the reactants needed to synthesize it. The reactants are: [OH:1][N:2]1[C:11](=[O:12])[CH:10]2[CH:5]([CH:6]3[CH2:13][CH:9]2[CH:8]=[CH:7]3)[C:3]1=[O:4].Cl[CH2:15][CH2:16][S:17](Cl)(=[O:19])=[O:18].C(N(CC)CC)C.C(=O)([O-])[O-].[Na+].[Na+].